From a dataset of Full USPTO retrosynthesis dataset with 1.9M reactions from patents (1976-2016). Predict the reactants needed to synthesize the given product. Given the product [Cl:1][C:2]1[N:7]=[C:6]([NH:17][CH:14]([CH2:15][CH3:16])[CH2:12][CH3:13])[C:5]([N+:9]([O-:11])=[O:10])=[CH:4][N:3]=1, predict the reactants needed to synthesize it. The reactants are: [Cl:1][C:2]1[N:7]=[C:6](Cl)[C:5]([N+:9]([O-:11])=[O:10])=[CH:4][N:3]=1.[CH2:12]([CH:14]([NH2:17])[CH2:15][CH3:16])[CH3:13].CCN(C(C)C)C(C)C.